This data is from Reaction yield outcomes from USPTO patents with 853,638 reactions. The task is: Predict the reaction yield, written as a fraction of the theoretical maximum amount of product (1.0 means a 100% yield; for example, 0.34 means a 34% yield). The reactants are [Br:1][C:2]1[CH:3]=[C:4]2[C:8](=[CH:9][CH:10]=1)[N:7](CCC#N)[C:6](=[O:15])[C:5]12[O:20][CH2:19][CH2:18][CH2:17][O:16]1.N.C1COCC1. The catalyst is [Ni].CCO. The product is [Br:1][C:2]1[CH:3]=[C:4]2[C:8](=[CH:9][CH:10]=1)[NH:7][C:6](=[O:15])[C:5]12[O:20][CH2:19][CH2:18][CH2:17][O:16]1. The yield is 0.980.